From a dataset of Forward reaction prediction with 1.9M reactions from USPTO patents (1976-2016). Predict the product of the given reaction. (1) Given the reactants [CH2:1]([O:8][C:9]([NH:11][C@H:12]1[C:16]2([CH2:18][CH2:17]2)[CH2:15][NH:14][CH2:13]1)=[O:10])[C:2]1[CH:7]=[CH:6][CH:5]=[CH:4][CH:3]=1.C(O)C.O.[C:23]1([CH3:33])[CH:28]=[CH:27][C:26]([S:29]([OH:32])(=[O:31])=[O:30])=[CH:25][CH:24]=1, predict the reaction product. The product is: [C:23]1([CH3:33])[CH:24]=[CH:25][C:26]([S:29]([OH:32])(=[O:30])=[O:31])=[CH:27][CH:28]=1.[CH2:1]([O:8][C:9]([NH:11][C@H:12]1[C:16]2([CH2:18][CH2:17]2)[CH2:15][NH:14][CH2:13]1)=[O:10])[C:2]1[CH:7]=[CH:6][CH:5]=[CH:4][CH:3]=1. (2) Given the reactants [F:1][C:2]1[CH:23]=[C:22]([N+:24]([O-:26])=[O:25])[CH:21]=[CH:20][C:3]=1[O:4][C:5]1[CH:10]=[CH:9][N:8]=[C:7]2[CH:11]=[C:12]([C:14]3[CH2:15][CH2:16][NH:17][CH2:18][CH:19]=3)[S:13][C:6]=12.CCN(C(C)C)C(C)C.[C:36](Cl)(=[O:38])[CH3:37], predict the reaction product. The product is: [F:1][C:2]1[CH:23]=[C:22]([N+:24]([O-:26])=[O:25])[CH:21]=[CH:20][C:3]=1[O:4][C:5]1[CH:10]=[CH:9][N:8]=[C:7]2[CH:11]=[C:12]([C:14]3[CH2:15][CH2:16][N:17]([C:36](=[O:38])[CH3:37])[CH2:18][CH:19]=3)[S:13][C:6]=12.